From a dataset of Full USPTO retrosynthesis dataset with 1.9M reactions from patents (1976-2016). Predict the reactants needed to synthesize the given product. (1) Given the product [OH:27][CH:8]1[C:9]2[C:18](=[CH:17][C:16]3[C:11]([CH:10]=2)=[CH:12][CH:13]=[CH:14][CH:15]=3)[CH:19]([OH:26])[C:20]2[CH:21]=[C:22]3[C:5]([CH:4]=[C:3]4[O:2][CH2:1][O:25][C:24]4=[CH:23]3)=[CH:6][C:7]1=2, predict the reactants needed to synthesize it. The reactants are: [CH2:1]1[O:25][C:24]2[C:3](=[CH:4][C:5]3[C:22]([CH:23]=2)=[CH:21][C:20]2[C:19](=[O:26])[C:18]4[C:9](=[CH:10][C:11]5[C:16]([CH:17]=4)=[CH:15][CH:14]=[CH:13][CH:12]=5)[C:8](=[O:27])[C:7]=2[CH:6]=3)[O:2]1.C([BH-](CC)CC)C.[Li+].Cl. (2) Given the product [F:29][C:25]1[CH:24]=[C:23]2[C:28](=[CH:27][CH:26]=1)[N:20]([S:17]([C:15]1[CH:14]=[CH:13][C:12]([O:30][CH3:31])=[C:11]([N:8]3[CH2:7][CH2:6][NH:5][CH2:10][CH2:9]3)[CH:16]=1)(=[O:19])=[O:18])[CH:21]=[CH:22]2, predict the reactants needed to synthesize it. The reactants are: ClC(Cl)(Cl)C([N:5]1[CH2:10][CH2:9][N:8]([C:11]2[CH:16]=[C:15]([S:17]([N:20]3[C:28]4[C:23](=[CH:24][C:25]([F:29])=[CH:26][CH:27]=4)[CH:22]=[CH:21]3)(=[O:19])=[O:18])[CH:14]=[CH:13][C:12]=2[O:30][CH3:31])[CH2:7][CH2:6]1)=O.[OH-].[K+]. (3) The reactants are: [F:1][CH2:2][CH:3]1[C:12]2[C:7]3=[C:8]([CH2:13][N:14](C(OC(C)(C)C)=O)[CH2:15][CH:16]([CH3:17])[N:6]3[CH2:5][CH2:4]1)[CH:9]=[CH:10][CH:11]=2.FC(F)(F)C(O)=O. Given the product [F:1][CH2:2][CH:3]1[C:12]2[C:7]3=[C:8]([CH2:13][NH:14][CH2:15][CH:16]([CH3:17])[N:6]3[CH2:5][CH2:4]1)[CH:9]=[CH:10][CH:11]=2, predict the reactants needed to synthesize it. (4) Given the product [C:39]([C:43]1[CH:48]=[CH:47][C:46]2[NH:49][C:13]([C@@H:9]([NH:8][C:6](=[O:7])[O:5][C:1]([CH3:2])([CH3:3])[CH3:4])[CH2:10][OH:12])=[N:50][C:45]=2[CH:44]=1)([CH3:42])([CH3:40])[CH3:41], predict the reactants needed to synthesize it. The reactants are: [C:1]([O:5][C:6]([NH:8][C@@H:9]([CH2:13]O)[C:10]([OH:12])=O)=[O:7])([CH3:4])([CH3:3])[CH3:2].CN(C(N(C)C)=[N+]1C2C(=NC=CC=2)[N+]([O-])=N1)C.F[P-](F)(F)(F)(F)F.[C:39]([C:43]1[CH:44]=[C:45]([NH2:50])[C:46]([NH2:49])=[CH:47][CH:48]=1)([CH3:42])([CH3:41])[CH3:40]. (5) Given the product [Br:38][CH2:20][CH2:21][CH2:22][CH2:23][CH2:24]/[CH:25]=[CH:26]\[CH2:27]/[CH:28]=[CH:29]\[CH2:30]/[CH:31]=[CH:32]\[CH2:33][CH2:34][CH2:35][CH2:36][CH3:37], predict the reactants needed to synthesize it. The reactants are: C(O)CCCC/C=C\C/C=C\C/C=C\CCCCC.[CH2:20]([Br:38])[CH2:21][CH2:22][CH2:23][CH2:24][CH2:25][CH2:26][CH2:27][CH2:28][CH2:29][CH2:30][CH2:31][CH2:32][CH2:33][CH2:34][CH2:35][CH2:36][CH3:37]. (6) Given the product [CH:20]1([C:18]([C:16]2[CH:15]=[C:7]([C:8]([N:10]([CH3:14])[CH2:11][CH2:12][CH3:13])=[O:9])[CH:6]=[C:5]([CH:17]=2)[C:4]([OH:23])=[O:3])=[O:19])[CH2:22][CH2:21]1, predict the reactants needed to synthesize it. The reactants are: C([O:3][C:4](=[O:23])[C:5]1[CH:17]=[C:16]([C:18]([CH:20]2[CH2:22][CH2:21]2)=[O:19])[CH:15]=[C:7]([C:8]([N:10]([CH3:14])[CH2:11][CH2:12][CH3:13])=[O:9])[CH:6]=1)C.